This data is from Forward reaction prediction with 1.9M reactions from USPTO patents (1976-2016). The task is: Predict the product of the given reaction. (1) Given the reactants [OH:1][C:2]1[CH:9]=[CH:8][C:5]([CH:6]=[O:7])=[CH:4][C:3]=1[O:10][CH3:11].[I-].[Na+].C(=O)([O-])[O-].[K+].[K+].Br[CH2:21][C:22]([C:24]1[CH:29]=[C:28]([CH:30]2[CH2:35][CH2:34][CH2:33][CH2:32][CH2:31]2)[C:27]([OH:36])=[C:26]([CH:37]2[CH2:42][CH2:41][CH2:40][CH2:39][CH2:38]2)[CH:25]=1)=[O:23].Cl, predict the reaction product. The product is: [CH:30]1([C:28]2[CH:29]=[C:24]([C:22](=[O:23])[CH2:21][O:1][C:2]3[CH:9]=[CH:8][C:5]([CH:6]=[O:7])=[CH:4][C:3]=3[O:10][CH3:11])[CH:25]=[C:26]([CH:37]3[CH2:38][CH2:39][CH2:40][CH2:41][CH2:42]3)[C:27]=2[OH:36])[CH2:31][CH2:32][CH2:33][CH2:34][CH2:35]1. (2) The product is: [NH2:19][C:10]1[CH:9]=[C:8]([Br:7])[N:13]=[C:12]([C:14]([O:16][CH3:17])=[O:15])[C:11]=1[Cl:18]. Given the reactants [H-].[Al+3].[Li+].[H-].[H-].[H-].[Br:7][C:8]1[N:13]=[C:12]([C:14]([O:16][CH3:17])=[O:15])[C:11]([Cl:18])=[C:10]([N+:19]([O-])=O)[CH:9]=1.O.[NH4+].[OH-], predict the reaction product.